Dataset: Forward reaction prediction with 1.9M reactions from USPTO patents (1976-2016). Task: Predict the product of the given reaction. (1) Given the reactants [CH:1]1([CH2:4][O:5][C:6]2[CH:7]=[C:8]([C:14]3[O:15][CH:16]=[C:17]([CH2:19][NH2:20])[N:18]=3)[CH:9]=[CH:10][C:11]=2[O:12][CH3:13])[CH2:3][CH2:2]1.ON1C2C=CC=CC=2N=N1.Cl.C(N=C=NCCCN(C)C)C.[CH3:43][C:44]1[C:45]([C:50](O)=[O:51])=[N:46][CH:47]=[CH:48][CH:49]=1, predict the reaction product. The product is: [CH:1]1([CH2:4][O:5][C:6]2[CH:7]=[C:8]([C:14]3[O:15][CH:16]=[C:17]([CH2:19][NH:20][C:50](=[O:51])[C:45]4[C:44]([CH3:43])=[CH:49][CH:48]=[CH:47][N:46]=4)[N:18]=3)[CH:9]=[CH:10][C:11]=2[O:12][CH3:13])[CH2:3][CH2:2]1. (2) Given the reactants Cl[CH2:2][CH2:3][N:4]1[CH2:8][CH2:7][CH2:6][CH2:5]1.[Cl:9][CH:10]1C2C=CC=CC=2C=CC2C=CC=CC1=2.IC1C=CC2CCC3C=CC(I)=CC=3C(=O)C=2C=1.BrC1C2C=CC=CC=2CC2C=CC=CC=2C=1.C(C1C2C=CC=CC=2CC2C=CC=CC=2C=1)#N.FC1C=CC2C=CC3C=CC(F)=CC=3C(=O)C=2C=1, predict the reaction product. The product is: [Cl:9][CH2:10][CH2:2][C:3]1[CH:8]=[CH:7][CH:6]=[CH:5][N:4]=1.